This data is from NCI-60 drug combinations with 297,098 pairs across 59 cell lines. The task is: Regression. Given two drug SMILES strings and cell line genomic features, predict the synergy score measuring deviation from expected non-interaction effect. (1) Drug 1: C1CC(CNC1)C2=CC=C(C=C2)N3C=C4C=CC=C(C4=N3)C(=O)N. Drug 2: C1CC(C1)(C2=CC=C(C=C2)C3=C(C=C4C(=N3)C=CN5C4=NNC5=O)C6=CC=CC=C6)N. Cell line: SK-OV-3. Synergy scores: CSS=37.5, Synergy_ZIP=-0.151, Synergy_Bliss=3.66, Synergy_Loewe=-9.62, Synergy_HSA=6.89. (2) Drug 1: CCC1=C2CN3C(=CC4=C(C3=O)COC(=O)C4(CC)O)C2=NC5=C1C=C(C=C5)O. Drug 2: CN1C2=C(C=C(C=C2)N(CCCl)CCCl)N=C1CCCC(=O)O.Cl. Cell line: OVCAR-8. Synergy scores: CSS=30.3, Synergy_ZIP=-9.36, Synergy_Bliss=-3.18, Synergy_Loewe=-21.5, Synergy_HSA=-1.68. (3) Drug 2: C1CC(C1)(C(=O)O)C(=O)O.[NH2-].[NH2-].[Pt+2]. Drug 1: CS(=O)(=O)C1=CC(=C(C=C1)C(=O)NC2=CC(=C(C=C2)Cl)C3=CC=CC=N3)Cl. Cell line: KM12. Synergy scores: CSS=21.9, Synergy_ZIP=-7.87, Synergy_Bliss=-0.723, Synergy_Loewe=-9.86, Synergy_HSA=0.939. (4) Drug 1: CS(=O)(=O)C1=CC(=C(C=C1)C(=O)NC2=CC(=C(C=C2)Cl)C3=CC=CC=N3)Cl. Drug 2: CC=C1C(=O)NC(C(=O)OC2CC(=O)NC(C(=O)NC(CSSCCC=C2)C(=O)N1)C(C)C)C(C)C. Cell line: RXF 393. Synergy scores: CSS=60.3, Synergy_ZIP=-1.86, Synergy_Bliss=-0.364, Synergy_Loewe=-32.2, Synergy_HSA=1.38. (5) Drug 1: CN1CCC(CC1)COC2=C(C=C3C(=C2)N=CN=C3NC4=C(C=C(C=C4)Br)F)OC. Drug 2: C1=CC(=CC=C1CC(C(=O)O)N)N(CCCl)CCCl.Cl. Cell line: SK-MEL-28. Synergy scores: CSS=0.546, Synergy_ZIP=0.619, Synergy_Bliss=4.30, Synergy_Loewe=-2.14, Synergy_HSA=-0.671. (6) Drug 1: CC12CCC3C(C1CCC2O)C(CC4=C3C=CC(=C4)O)CCCCCCCCCS(=O)CCCC(C(F)(F)F)(F)F. Drug 2: CC1C(C(CC(O1)OC2CC(CC3=C2C(=C4C(=C3O)C(=O)C5=C(C4=O)C(=CC=C5)OC)O)(C(=O)CO)O)N)O.Cl. Cell line: CCRF-CEM. Synergy scores: CSS=32.0, Synergy_ZIP=-3.84, Synergy_Bliss=-7.81, Synergy_Loewe=-10.3, Synergy_HSA=-6.00. (7) Drug 1: C1C(C(OC1N2C=NC3=C(N=C(N=C32)Cl)N)CO)O. Drug 2: C1CN1C2=NC(=NC(=N2)N3CC3)N4CC4. Cell line: UACC-257. Synergy scores: CSS=16.4, Synergy_ZIP=-5.15, Synergy_Bliss=-0.118, Synergy_Loewe=0.162, Synergy_HSA=1.11.